Predict the reactants needed to synthesize the given product. From a dataset of Full USPTO retrosynthesis dataset with 1.9M reactions from patents (1976-2016). (1) The reactants are: [CH3:1][C:2]1[O:6][C:5]([NH2:7])=[N:4][N:3]=1.[C:8]1([CH:14]([C:18]2[CH:23]=[CH:22][CH:21]=[CH:20][CH:19]=2)[C:15](Cl)=[O:16])[CH:13]=[CH:12][CH:11]=[CH:10][CH:9]=1. Given the product [CH3:1][C:2]1[O:6][C:5]([NH:7][C:15](=[O:16])[CH:14]([C:8]2[CH:13]=[CH:12][CH:11]=[CH:10][CH:9]=2)[C:18]2[CH:23]=[CH:22][CH:21]=[CH:20][CH:19]=2)=[N:4][N:3]=1, predict the reactants needed to synthesize it. (2) Given the product [C:61]([C:58]1[CH:57]=[CH:56][C:55]([C:52]2[CH:51]=[CH:50][C:49]([CH2:48][C@H:47]([NH:63][C:34]([C@@H:20]3[CH2:19][C:18]4[CH:17]=[C:16]5[O:37][CH2:38][C@H:13]([C:10]6[CH:9]=[CH:8][C:7]([O:6][CH2:5][C:4]7[CH:39]=[CH:40][C:41]([Cl:42])=[C:2]([Cl:1])[CH:3]=7)=[CH:12][CH:11]=6)[O:14][C:15]5=[CH:24][C:23]=4[CH2:22][N:21]3[C@H:25]([C:28]3[CH:33]=[CH:32][CH:31]=[CH:30][CH:29]=3)[CH2:26][CH3:27])=[O:35])[C:46]([OH:45])=[O:64])=[CH:54][CH:53]=2)=[CH:60][CH:59]=1)#[N:62], predict the reactants needed to synthesize it. The reactants are: [Cl:1][C:2]1[CH:3]=[C:4]([CH:39]=[CH:40][C:41]=1[Cl:42])[CH2:5][O:6][C:7]1[CH:12]=[CH:11][C:10]([C@H:13]2[CH2:38][O:37][C:16]3=[CH:17][C:18]4[CH2:19][C@@H:20]([C:34](O)=[O:35])[N:21]([C@H:25]([C:28]5[CH:33]=[CH:32][CH:31]=[CH:30][CH:29]=5)[CH2:26][CH3:27])[CH2:22][C:23]=4[CH:24]=[C:15]3[O:14]2)=[CH:9][CH:8]=1.Cl.C[O:45][C:46](=[O:64])[C@@H:47]([NH2:63])[CH2:48][C:49]1[CH:54]=[CH:53][C:52]([C:55]2[CH:60]=[CH:59][C:58]([C:61]#[N:62])=[CH:57][CH:56]=2)=[CH:51][CH:50]=1. (3) The reactants are: [C:1]1([C:26]2[CH:31]=[CH:30][CH:29]=[CH:28][CH:27]=2)[CH:6]=[CH:5][C:4]([NH:7][C:8](=[O:25])[C:9]2[CH:14]=[CH:13][C:12]([CH2:15][O:16][CH2:17][CH2:18][CH2:19][O:20][CH3:21])=[C:11]([N+:22]([O-])=O)[CH:10]=2)=[CH:3][CH:2]=1.C(=O)(O)[O-].[Na+].[Cl-].[Na+].O1CCCC1.C(OCC)(=O)C. Given the product [NH2:22][C:11]1[CH:10]=[C:9]([CH:14]=[CH:13][C:12]=1[CH2:15][O:16][CH2:17][CH2:18][CH2:19][O:20][CH3:21])[C:8]([NH:7][C:4]1[CH:3]=[CH:2][C:1]([C:26]2[CH:31]=[CH:30][CH:29]=[CH:28][CH:27]=2)=[CH:6][CH:5]=1)=[O:25], predict the reactants needed to synthesize it. (4) Given the product [F:22][C:17]1[CH:18]=[CH:19][CH:20]=[CH:21][C:16]=1[C:15]1[C:8]2[C:9](=[C:10]([CH3:12])[N:11]=[C:6]([C:4]([NH:24][CH2:25][C:26]([OH:28])=[O:27])=[O:5])[C:7]=2[OH:23])[S:13][N:14]=1, predict the reactants needed to synthesize it. The reactants are: C(O[C:4]([C:6]1[C:7]([OH:23])=[C:8]2[C:15]([C:16]3[CH:21]=[CH:20][CH:19]=[CH:18][C:17]=3[F:22])=[N:14][S:13][C:9]2=[C:10]([CH3:12])[N:11]=1)=[O:5])C.[NH2:24][CH2:25][C:26]([OH:28])=[O:27]. (5) Given the product [F:1][C:2]([F:16])([F:15])[C:3]1[CH:4]=[C:5]([CH:8]=[C:9]([C:11]([F:14])([F:13])[F:12])[CH:10]=1)[CH2:6][NH:23][C:20]1[N:21]=[N:22][N:18]([CH3:17])[N:19]=1, predict the reactants needed to synthesize it. The reactants are: [F:1][C:2]([F:16])([F:15])[C:3]1[CH:4]=[C:5]([CH:8]=[C:9]([C:11]([F:14])([F:13])[F:12])[CH:10]=1)[CH:6]=O.[CH3:17][N:18]1[N:22]=[N:21][C:20]([NH2:23])=[N:19]1.C(O)C.[BH4-].[Na+]. (6) Given the product [CH3:22][S:23]([C:26]1[CH:31]=[C:30]([C:2]2[CH:7]=[CH:6][CH:5]=[C:4]([C:8]3[C:17]4[C:12](=[C:13]([C:18]([F:21])([F:20])[F:19])[CH:14]=[CH:15][CH:16]=4)[N:11]=[CH:10][N:9]=3)[CH:3]=2)[CH:29]=[CH:28][CH:27]=1)(=[O:25])=[O:24], predict the reactants needed to synthesize it. The reactants are: Br[C:2]1[CH:3]=[C:4]([C:8]2[C:17]3[C:12](=[C:13]([C:18]([F:21])([F:20])[F:19])[CH:14]=[CH:15][CH:16]=3)[N:11]=[CH:10][N:9]=2)[CH:5]=[CH:6][CH:7]=1.[CH3:22][S:23]([C:26]1[CH:27]=[C:28](B(O)O)[CH:29]=[CH:30][CH:31]=1)(=[O:25])=[O:24].C([O-])([O-])=O.[Na+].[Na+].